From a dataset of Forward reaction prediction with 1.9M reactions from USPTO patents (1976-2016). Predict the product of the given reaction. Given the reactants [Br:1][C:2]1[CH:3]=[CH:4][C:5](=[O:8])[NH:6][CH:7]=1.I[CH:10]1[CH2:13][O:12][CH2:11]1, predict the reaction product. The product is: [Br:1][C:2]1[CH:3]=[CH:4][C:5](=[O:8])[N:6]([CH:10]2[CH2:13][O:12][CH2:11]2)[CH:7]=1.